This data is from Reaction yield outcomes from USPTO patents with 853,638 reactions. The task is: Predict the reaction yield, written as a fraction of the theoretical maximum amount of product (1.0 means a 100% yield; for example, 0.34 means a 34% yield). (1) The catalyst is O. The reactants are [NH2:1][CH2:2][CH2:3][C:4]1[CH:12]=[CH:11][CH:10]=[C:9]2[C:5]=1[CH:6]=[CH:7][NH:8]2.I[CH2:14][CH2:15][CH3:16].C([O-])(O)=O.[Na+].[C:22]1(C)[CH:27]=CC=C[CH:23]=1. The yield is 0.830. The product is [CH2:14]([N:1]([CH2:23][CH2:22][CH3:27])[CH2:2][CH2:3][C:4]1[CH:12]=[CH:11][CH:10]=[C:9]2[C:5]=1[CH:6]=[CH:7][NH:8]2)[CH2:15][CH3:16]. (2) The reactants are C(OC(=O)N[C@@H]1[C@H](N[C:15]2[N:16]=[CH:17][C:18]3[S:23][CH:22]=[C:21]([C:24](=[O:32])[NH:25][C:26]4[CH:27]=[N:28][N:29]([CH3:31])[CH:30]=4)[C:19]=3[N:20]=2)CCOC1)(C)(C)C. The catalyst is C(O)(C(F)(F)F)=O.ClCCl. The product is [CH3:31][N:29]1[CH:30]=[C:26]([NH:25][C:24]([C:21]2[C:19]3[N:20]=[CH:15][N:16]=[CH:17][C:18]=3[S:23][CH:22]=2)=[O:32])[CH:27]=[N:28]1. The yield is 0.372.